Dataset: Forward reaction prediction with 1.9M reactions from USPTO patents (1976-2016). Task: Predict the product of the given reaction. (1) Given the reactants [F:1][C:2]1[C:3]([O:9][C@@H:10]2[CH2:14][CH2:13][N:12](C(OC(C)(C)C)=O)[CH2:11]2)=[N:4][CH:5]=[C:6]([F:8])[CH:7]=1.O1CCOCC1.[ClH:28], predict the reaction product. The product is: [F:1][C:2]1[C:3]([O:9][C@@H:10]2[CH2:14][CH2:13][NH:12][CH2:11]2)=[N:4][CH:5]=[C:6]([F:8])[CH:7]=1.[ClH:28]. (2) The product is: [N:1]1([C:7]2[C:12]([C:13]([F:16])([F:15])[F:14])=[CH:11][C:10]([C:18]#[N:19])=[CH:9][N:8]=2)[CH2:6][CH2:5][O:4][CH2:3][CH2:2]1. Given the reactants [N:1]1([C:7]2[C:12]([C:13]([F:16])([F:15])[F:14])=[CH:11][C:10](Br)=[CH:9][N:8]=2)[CH2:6][CH2:5][O:4][CH2:3][CH2:2]1.[CH3:18][N:19]1CCCC1=O, predict the reaction product. (3) Given the reactants Cl[C:2]([O:4][C:5]1[CH:10]=[CH:9][CH:8]=[CH:7][CH:6]=1)=[O:3].[NH2:11][C:12]1[C:13]([O:28][CH3:29])=[C:14]([N:22]([CH3:27])[S:23]([CH3:26])(=[O:25])=[O:24])[CH:15]=[C:16]([C:18]([CH3:21])([CH3:20])[CH3:19])[CH:17]=1.C([O-])(O)=O.[Na+].C1CCCCC1.CCOCC, predict the reaction product. The product is: [C:18]([C:16]1[CH:15]=[C:14]([N:22]([CH3:27])[S:23]([CH3:26])(=[O:24])=[O:25])[C:13]([O:28][CH3:29])=[C:12]([NH:11][C:2](=[O:3])[O:4][C:5]2[CH:10]=[CH:9][CH:8]=[CH:7][CH:6]=2)[CH:17]=1)([CH3:21])([CH3:19])[CH3:20]. (4) Given the reactants [C:1]([NH:5][C:6]([C:8]1[C:16]2[C:11](=[N:12][CH:13]=[C:14]([C:17]3[C:25]4[C:20](=[CH:21][CH:22]=[C:23]([O:26][CH:27]([F:29])[F:28])[CH:24]=4)[N:19]([CH2:30][CH:31]4[CH2:34][N:33](C(OC(C)(C)C)=O)[CH2:32]4)[N:18]=3)[N:15]=2)[N:10]([CH2:42][O:43][CH2:44][CH2:45][Si:46]([CH3:49])([CH3:48])[CH3:47])[CH:9]=1)=[O:7])([CH3:4])([CH3:3])[CH3:2], predict the reaction product. The product is: [NH:33]1[CH2:34][CH:31]([CH2:30][N:19]2[C:20]3[C:25](=[CH:24][C:23]([O:26][CH:27]([F:29])[F:28])=[CH:22][CH:21]=3)[C:17]([C:14]3[N:15]=[C:16]4[C:8]([C:6]([NH:5][C:1]([CH3:3])([CH3:4])[CH3:2])=[O:7])=[CH:9][N:10]([CH2:42][O:43][CH2:44][CH2:45][Si:46]([CH3:49])([CH3:48])[CH3:47])[C:11]4=[N:12][CH:13]=3)=[N:18]2)[CH2:32]1. (5) The product is: [OH:18][CH2:19][CH:20]1[CH2:26][CH:25]2[CH:23]([CH2:24]2)[CH2:22][N:21]1[C:27]([O:29][C:30]([CH3:33])([CH3:32])[CH3:31])=[O:28]. Given the reactants [Si]([O:18][CH2:19][CH:20]1[CH2:26][CH:25]2[CH:23]([CH2:24]2)[CH2:22][N:21]1[C:27]([O:29][C:30]([CH3:33])([CH3:32])[CH3:31])=[O:28])(C(C)(C)C)(C1C=CC=CC=1)C1C=CC=CC=1, predict the reaction product. (6) Given the reactants C1C=CC(P(C2C=CC=CC=2)C2C=CC=CC=2)=CC=1.[F:20][C:21]([F:31])([F:30])[C@H:22]1[CH2:27][CH2:26][C@H:25]([CH2:28]O)[CH2:24][CH2:23]1.C(Br)(Br)(Br)[Br:33], predict the reaction product. The product is: [Br:33][CH2:28][C@H:25]1[CH2:26][CH2:27][C@H:22]([C:21]([F:31])([F:30])[F:20])[CH2:23][CH2:24]1.